From a dataset of Forward reaction prediction with 1.9M reactions from USPTO patents (1976-2016). Predict the product of the given reaction. (1) Given the reactants C([O:3][C:4](=[O:17])/[CH:5]=[CH:6]/[C:7]1[C:15]2[C:10](=[CH:11][CH:12]=[C:13]([CH3:16])[CH:14]=2)[NH:9][CH:8]=1)C.[OH-].[Na+], predict the reaction product. The product is: [CH3:16][C:13]1[CH:14]=[C:15]2[C:10](=[CH:11][CH:12]=1)[NH:9][CH:8]=[C:7]2/[CH:6]=[CH:5]/[C:4]([OH:17])=[O:3]. (2) Given the reactants [CH2:1]([N:8]1[CH2:13][CH2:12][N:11]([C:14](=[O:36])[C@@H:15]([NH:23][CH2:24][C:25]2[CH:30]=[CH:29][C:28]([CH2:31][CH2:32][CH2:33][CH2:34][CH3:35])=[CH:27][CH:26]=2)[CH2:16][C:17]2[CH:22]=[CH:21][CH:20]=[CH:19][CH:18]=2)[CH2:10][CH2:9]1)[C:2]1[CH:7]=[CH:6][CH:5]=[CH:4][CH:3]=1.[F:37][C:38]([F:51])([F:50])[C:39]1[CH:40]=[C:41]([CH:47]=[CH:48][CH:49]=1)/[CH:42]=[CH:43]/[C:44](O)=[O:45], predict the reaction product. The product is: [CH2:16]([C@H:15]([N:23]([CH2:24][C:25]1[CH:26]=[CH:27][C:28]([CH2:31][CH2:32][CH2:33][CH2:34][CH3:35])=[CH:29][CH:30]=1)[C:44](=[O:45])[CH:43]=[CH:42][C:41]1[CH:47]=[CH:48][CH:49]=[C:39]([C:38]([F:50])([F:51])[F:37])[CH:40]=1)[C:14]([N:11]1[CH2:10][CH2:9][N:8]([CH2:1][C:2]2[CH:7]=[CH:6][CH:5]=[CH:4][CH:3]=2)[CH2:13][CH2:12]1)=[O:36])[C:17]1[CH:22]=[CH:21][CH:20]=[CH:19][CH:18]=1. (3) Given the reactants [CH3:1][O:2][C:3]([C:5]1[C:9]([NH:10][C:11]([C:13]2[CH:18]=[CH:17][CH:16]=[C:15]([C:19]3[CH:20]=[N:21][NH:22][CH:23]=3)[N:14]=2)=[O:12])=[CH:8][N:7]([CH3:24])[N:6]=1)=[O:4].[H-].[Na+].Br[CH2:28][CH2:29][Cl:30], predict the reaction product. The product is: [CH3:1][O:2][C:3]([C:5]1[C:9]([NH:10][C:11]([C:13]2[CH:18]=[CH:17][CH:16]=[C:15]([C:19]3[CH:20]=[N:21][N:22]([CH2:28][CH2:29][Cl:30])[CH:23]=3)[N:14]=2)=[O:12])=[CH:8][N:7]([CH3:24])[N:6]=1)=[O:4]. (4) Given the reactants O.[NH2:2][C:3]1[CH:8]=[CH:7][C:6]([C:9]2[N:10]([C:14]([O:16][C:17]([CH3:20])([CH3:19])[CH3:18])=[O:15])[CH:11]=[CH:12][CH:13]=2)=[C:5]([F:21])[CH:4]=1.[H][H], predict the reaction product. The product is: [NH2:2][C:3]1[CH:8]=[CH:7][C:6]([CH:9]2[CH2:13][CH2:12][CH2:11][N:10]2[C:14]([O:16][C:17]([CH3:19])([CH3:18])[CH3:20])=[O:15])=[C:5]([F:21])[CH:4]=1. (5) Given the reactants [Cl:1][C:2]1[CH:7]=[CH:6][C:5]([O:8][C:9]2[CH:16]=[CH:15][C:14]([CH2:17][O:18][C:19]3[NH:20][C:21](=[O:25])[N:22]=[CH:23][CH:24]=3)=[CH:13][C:10]=2[C:11]#[N:12])=[CH:4][C:3]=1[C:26]([F:29])([F:28])[F:27].Cl.ClC[C:33]1[CH:38]=[CH:37][CH:36]=[CH:35][N:34]=1.[C:39]([O-])([O-])=O.[Cs+].[Cs+], predict the reaction product. The product is: [Cl:1][C:2]1[CH:7]=[CH:6][C:5]([O:8][C:9]2[CH:16]=[CH:15][C:14]([CH2:17][O:18][C:19]3[CH:24]=[CH:23][N:22]([CH2:39][C:36]4[CH:35]=[N:34][CH:33]=[CH:38][CH:37]=4)[C:21](=[O:25])[N:20]=3)=[CH:13][C:10]=2[C:11]#[N:12])=[CH:4][C:3]=1[C:26]([F:27])([F:29])[F:28]. (6) Given the reactants [CH3:1][C:2]1[CH:3]=[C:4]([NH:13]C(=O)C)[CH:5]=[C:6]([CH3:12])[C:7]=1[S:8](=[O:11])(=[O:10])[NH2:9].[OH-].[Na+], predict the reaction product. The product is: [NH2:13][C:4]1[CH:3]=[C:2]([CH3:1])[C:7]([S:8]([NH2:9])(=[O:10])=[O:11])=[C:6]([CH3:12])[CH:5]=1.